Dataset: Forward reaction prediction with 1.9M reactions from USPTO patents (1976-2016). Task: Predict the product of the given reaction. (1) Given the reactants [Cl:1][C:2]1[CH:3]=[CH:4][C:5]([N+:19]([O-])=O)=[C:6]([N:8]2[C:12]([C:13](OCC)=[O:14])=[N:11][C:10]([CH3:18])=[N:9]2)[CH:7]=1, predict the reaction product. The product is: [Cl:1][C:2]1[CH:7]=[C:6]2[C:5]([NH:19][C:13](=[O:14])[C:12]3[N:8]2[N:9]=[C:10]([CH3:18])[N:11]=3)=[CH:4][CH:3]=1. (2) Given the reactants [Cl:1][C:2]1[C:3]([F:22])=[C:4]([N:8]2[C:12]([S:13][C:14]3[CH:15]=[N:16][CH:17]=[CH:18][CH:19]=3)=[CH:11][C:10]([CH2:20][OH:21])=[N:9]2)[CH:5]=[CH:6][CH:7]=1, predict the reaction product. The product is: [Cl:1][C:2]1[C:3]([F:22])=[C:4]([N:8]2[C:12]([S:13][C:14]3[CH:15]=[N:16][CH:17]=[CH:18][CH:19]=3)=[CH:11][C:10]([CH:20]=[O:21])=[N:9]2)[CH:5]=[CH:6][CH:7]=1. (3) Given the reactants [I:1][C:2]1[CH:7]=[CH:6][C:5]([OH:8])=[CH:4][CH:3]=1.Br[CH2:10][CH2:11][CH2:12][Cl:13].C(=O)([O-])[O-].[K+].[K+], predict the reaction product. The product is: [Cl:13][CH2:12][CH2:11][CH2:10][O:8][C:5]1[CH:6]=[CH:7][C:2]([I:1])=[CH:3][CH:4]=1. (4) Given the reactants [CH:1]1[C:6]([CH:7]=O)=[CH:5][C:4]2[O:9][CH2:10][O:11][C:3]=2[CH:2]=1.C([O-])(=O)C.[NH4+].[N+:17]([CH3:20])([O-:19])=[O:18], predict the reaction product. The product is: [N+:17]([CH:20]=[CH:7][C:6]1[CH:1]=[CH:2][C:3]2[O:11][CH2:10][O:9][C:4]=2[CH:5]=1)([O-:19])=[O:18]. (5) Given the reactants [C:1]([O:5][C:6]([C@H:8]1[C@H:12]([C:13]2[CH:18]=[CH:17][CH:16]=[C:15]([Cl:19])[C:14]=2[F:20])[C@:11]([C:23]2[CH:28]=[CH:27][C:26]([Cl:29])=[CH:25][C:24]=2[F:30])([C:21]#[N:22])[C@@H:10]([CH3:31])[NH:9]1)=[O:7])([CH3:4])([CH3:3])[CH3:2].Br[CH2:33][CH:34]=[C:35]([CH3:37])[CH3:36].C(=O)([O-])[O-].[Cs+].[Cs+], predict the reaction product. The product is: [C:1]([O:5][C:6]([CH:8]1[CH:12]([C:13]2[CH:18]=[CH:17][CH:16]=[C:15]([Cl:19])[C:14]=2[F:20])[C:11]([C:23]2[CH:28]=[CH:27][C:26]([Cl:29])=[CH:25][C:24]=2[F:30])([C:21]#[N:22])[CH:10]([CH3:31])[N:9]1[CH2:33][CH:34]=[C:35]([CH3:37])[CH3:36])=[O:7])([CH3:4])([CH3:2])[CH3:3]. (6) The product is: [C:23]([O:22][C:20]([NH:14][CH:9]([C:4]1[CH:5]=[CH:6][CH:7]=[CH:8][C:3]=1[F:2])[C:10]([O:12][CH3:13])=[O:11])=[O:21])([CH3:26])([CH3:25])[CH3:24]. Given the reactants [Cl-].[F:2][C:3]1[CH:8]=[CH:7][CH:6]=[CH:5][C:4]=1[CH:9]([NH3+:14])[C:10]([O:12][CH3:13])=[O:11].C([O-])(O)=O.[Na+].[C:20](O[C:20]([O:22][C:23]([CH3:26])([CH3:25])[CH3:24])=[O:21])([O:22][C:23]([CH3:26])([CH3:25])[CH3:24])=[O:21].CCOC(C)=O, predict the reaction product.